From a dataset of Reaction yield outcomes from USPTO patents with 853,638 reactions. Predict the reaction yield, written as a fraction of the theoretical maximum amount of product (1.0 means a 100% yield; for example, 0.34 means a 34% yield). (1) The reactants are C([O:3][C:4]([C:6]1[C:7]([C:11]2[CH:16]=[CH:15][C:14]([F:17])=[CH:13][N:12]=2)=[N:8][O:9][CH:10]=1)=O)C.[H-].[Al+3].[Li+].[H-].[H-].[H-].O.[OH-].[Na+]. The catalyst is C1COCC1. The product is [F:17][C:14]1[CH:15]=[CH:16][C:11]([C:7]2[C:6]([CH2:4][OH:3])=[CH:10][O:9][N:8]=2)=[N:12][CH:13]=1. The yield is 0.300. (2) The reactants are [C:1]([OH:9])(=O)[C:2]1[CH:7]=[CH:6][CH:5]=[N:4][CH:3]=1.C(Cl)(=O)C(Cl)=O.[NH2:16][CH2:17][CH2:18][NH:19][C:20](=[O:26])[O:21][C:22]([CH3:25])([CH3:24])[CH3:23].CCN(CC)CC. The catalyst is C(Cl)Cl.CN(C=O)C. The product is [C:1]([NH:16][CH2:17][CH2:18][NH:19][C:20](=[O:26])[O:21][C:22]([CH3:24])([CH3:23])[CH3:25])(=[O:9])[C:2]1[CH:7]=[CH:6][CH:5]=[N:4][CH:3]=1. The yield is 0.740. (3) The reactants are [NH2:1][C:2]1[N:3]=[CH:4][C:5]2[CH2:6][C:7](=[O:24])[NH:8][C:9]3[CH:16]=[C:15]([Cl:17])[C:14]([C:18]#[C:19][CH2:20][N:21]([CH3:23])[CH3:22])=[CH:13][C:10]=3[C:11]=2[N:12]=1. The catalyst is O.C1COCC1.[Ni]. The product is [NH2:1][C:2]1[N:3]=[CH:4][C:5]2[CH2:6][C:7](=[O:24])[NH:8][C:9]3[CH:16]=[C:15]([Cl:17])[C:14]([CH2:18][CH2:19][CH2:20][N:21]([CH3:22])[CH3:23])=[CH:13][C:10]=3[C:11]=2[N:12]=1. The yield is 0.520. (4) The reactants are [OH:1][C:2]1[CH:12]=[CH:11][C:5]([C:6]([O:8]CC)=[O:7])=[CH:4][CH:3]=1.C(=O)([O-])[O-].[K+].[K+].Br[CH2:20][CH:21]1[CH2:24][CH2:23][CH2:22]1.[OH-].[Na+].Cl. The catalyst is CC(=O)CC. The product is [CH:21]1([CH2:20][O:1][C:2]2[CH:3]=[CH:4][C:5]([C:6]([OH:8])=[O:7])=[CH:11][CH:12]=2)[CH2:24][CH2:23][CH2:22]1. The yield is 0.850. (5) The reactants are [CH3:1][S:2]([C:5]1[CH:38]=[CH:37][C:8]([CH2:9][NH:10][C:11]([C:13]2[C:14](=[O:36])[N:15]([C:26]3[CH:31]=[CH:30][CH:29]=[C:28]([C:32]([F:35])([F:34])[F:33])[CH:27]=3)[C:16]([CH3:25])=[C:17]([C:19]3[O:20][CH:21]=[C:22]([CH3:24])[N:23]=3)[CH:18]=2)=[O:12])=[CH:7][CH:6]=1)(=[O:4])=[O:3].Br[CH:40](C)C(=O)C.C([O-])([O-])=O.[Ca+2].CN1C(=O)CCC1. The catalyst is C(#N)C. The product is [CH3:1][S:2]([C:5]1[CH:6]=[CH:7][C:8]([CH2:9][NH:10][C:11]([C:13]2[C:14](=[O:36])[N:15]([C:26]3[CH:31]=[CH:30][CH:29]=[C:28]([C:32]([F:33])([F:34])[F:35])[CH:27]=3)[C:16]([CH3:25])=[C:17]([C:19]3[O:20][C:21]([CH3:40])=[C:22]([CH3:24])[N:23]=3)[CH:18]=2)=[O:12])=[CH:37][CH:38]=1)(=[O:3])=[O:4]. The yield is 0.130.